From a dataset of Full USPTO retrosynthesis dataset with 1.9M reactions from patents (1976-2016). Predict the reactants needed to synthesize the given product. Given the product [O:9]1[CH2:14][CH2:13][CH2:12][CH2:11][CH:10]1[N:15]1[C:19]([C:30]2[CH:31]=[N:32][CH:33]=[C:34]([CH:49]=2)[C:35]([NH2:37])=[O:36])=[CH:18][CH:17]=[N:16]1, predict the reactants needed to synthesize it. The reactants are: [O-]P([O-])([O-])=O.[K+].[K+].[K+].[O:9]1[CH2:14][CH2:13][CH2:12][CH2:11][CH:10]1[N:15]1[C:19](B2OC(C)(C)C(C)(C)O2)=[CH:18][CH:17]=[N:16]1.Br[C:30]1[C:31](N2CC[C@@H](O)C2)=[N:32][CH:33]=[C:34]([CH:49]=1)[C:35]([NH:37]C1C=CC(OC(F)(F)C)=CC=1)=[O:36].C([O-])(O)=O.[Na+].